Dataset: Forward reaction prediction with 1.9M reactions from USPTO patents (1976-2016). Task: Predict the product of the given reaction. (1) Given the reactants [CH2:1]([C:8]1[C:9]([O:20][C@@H:21]2[O:47][C@H:46]([CH2:48][O:49][C:50](=[O:55])[C:51]([CH3:54])([CH3:53])[CH3:52])[C@@H:38]([O:39][C:40](=[O:45])[C:41]([CH3:44])([CH3:43])[CH3:42])[C@H:30]([O:31][C:32](=[O:37])[C:33]([CH3:36])([CH3:35])[CH3:34])[C@H:22]2[O:23][C:24](=[O:29])[C:25]([CH3:28])([CH3:27])[CH3:26])=[N:10][N:11](C(=O)CC)[C:12]=1[CH:13]([CH3:15])[CH3:14])[C:2]1[CH:7]=[CH:6][CH:5]=[CH:4][CH:3]=1.C(=O)(O)[O-].[Na+].O, predict the reaction product. The product is: [CH2:1]([C:8]1[C:9]([O:20][C@@H:21]2[O:47][C@H:46]([CH2:48][O:49][C:50](=[O:55])[C:51]([CH3:52])([CH3:54])[CH3:53])[C@@H:38]([O:39][C:40](=[O:45])[C:41]([CH3:44])([CH3:43])[CH3:42])[C@H:30]([O:31][C:32](=[O:37])[C:33]([CH3:34])([CH3:36])[CH3:35])[C@H:22]2[O:23][C:24](=[O:29])[C:25]([CH3:28])([CH3:26])[CH3:27])=[N:10][NH:11][C:12]=1[CH:13]([CH3:15])[CH3:14])[C:2]1[CH:7]=[CH:6][CH:5]=[CH:4][CH:3]=1. (2) Given the reactants [CH3:1][O:2][C:3](=[O:20])[C:4]1[CH:9]=[C:8]([C:10]([C:12]2[CH:17]=[CH:16][C:15](Br)=[CH:14][N:13]=2)=[O:11])[CH:7]=[CH:6][C:5]=1[F:19].[Cl:21][C:22]1[CH:28]=[CH:27][C:25]([NH2:26])=[CH:24][CH:23]=1, predict the reaction product. The product is: [CH3:1][O:2][C:3](=[O:20])[C:4]1[CH:9]=[C:8]([C:10](=[O:11])[C:12]2[CH:17]=[CH:16][C:15]([NH:26][C:25]3[CH:27]=[CH:28][C:22]([Cl:21])=[CH:23][CH:24]=3)=[CH:14][N:13]=2)[CH:7]=[CH:6][C:5]=1[F:19]. (3) Given the reactants [F:1][C:2]([F:43])([F:42])[C:3]1[CH:4]=[C:5]([C@@H:13]2[O:15][C@H:14]2[CH2:16][CH2:17][CH2:18][C@H:19]([NH:31]C(=O)OCC2C=CC=CC=2)[C:20]2[CH:25]=[C:24]([C:26]([F:29])([F:28])[F:27])[CH:23]=[CH:22][C:21]=2[Br:30])[CH:6]=[C:7]([C:9]([F:12])([F:11])[F:10])[CH:8]=1.C1CCN2C(=NCCC2)CC1, predict the reaction product. The product is: [F:12][C:9]([F:11])([F:10])[C:7]1[CH:6]=[C:5]([C@H:13]([C@@H:14]2[CH2:16][CH2:17][CH2:18][C@@H:19]([C:20]3[CH:25]=[C:24]([C:26]([F:28])([F:29])[F:27])[CH:23]=[CH:22][C:21]=3[Br:30])[NH:31]2)[OH:15])[CH:4]=[C:3]([C:2]([F:42])([F:1])[F:43])[CH:8]=1. (4) Given the reactants [C:1]([C:4]1[CH:5]=[C:6]([CH:35]=[CH:36][CH:37]=1)[O:7][C:8]1[CH:13]=[CH:12][C:11]([NH:14][C:15]2[C:16]3[N:23]([CH2:24][CH2:25][NH:26][C:27](=[O:33])[CH2:28][C:29]([OH:32])([CH3:31])[CH3:30])[CH:22]=[CH:21][C:17]=3[N:18]=[CH:19][N:20]=2)=[CH:10][C:9]=1[Cl:34])(=O)[CH3:2].Cl.[CH2:39]([O:43][NH2:44])[CH:40]([CH3:42])[CH3:41].C([O-])(=O)C.[Na+].Cl.C(OCC)(=O)C, predict the reaction product. The product is: [ClH:34].[Cl:34][C:9]1[CH:10]=[C:11]([NH:14][C:15]2[C:16]3[N:23]([CH2:24][CH2:25][NH:26][C:27](=[O:33])[CH2:28][C:29]([OH:32])([CH3:30])[CH3:31])[CH:22]=[CH:21][C:17]=3[N:18]=[CH:19][N:20]=2)[CH:12]=[CH:13][C:8]=1[O:7][C:6]1[CH:35]=[CH:36][CH:37]=[C:4](/[C:1](=[N:44]/[O:43][CH2:39][CH:40]([CH3:42])[CH3:41])/[CH3:2])[CH:5]=1. (5) Given the reactants Cl[C:2]1[C:7]([N+:8]([O-:10])=[O:9])=[CH:6][CH:5]=[C:4]([O:11][CH3:12])[N:3]=1.O1CCOC[CH2:14]1.CB1OB(C)OB(C)O1.C(=O)([O-])[O-].[K+].[K+], predict the reaction product. The product is: [CH3:12][O:11][C:4]1[N:3]=[C:2]([CH3:14])[C:7]([N+:8]([O-:10])=[O:9])=[CH:6][CH:5]=1. (6) Given the reactants Br[CH:2]([CH2:6][CH2:7][CH3:8])[C:3]([OH:5])=[O:4].C(=O)(O)[O-].[Na+].[CH3:14][NH:15][CH3:16], predict the reaction product. The product is: [CH3:14][N:15]([CH3:16])[CH2:8][CH2:7][CH2:6][CH2:2][C:3]([OH:5])=[O:4]. (7) The product is: [C:13]([O:12][C:10](=[O:11])[NH:7][CH2:6][C:5]1[CH:8]=[CH:9][C:2]([I:1])=[CH:3][CH:4]=1)([CH3:16])([CH3:15])[CH3:14]. Given the reactants [I:1][C:2]1[CH:9]=[CH:8][C:5]([CH2:6][NH2:7])=[CH:4][CH:3]=1.[C:10](O[C:10]([O:12][C:13]([CH3:16])([CH3:15])[CH3:14])=[O:11])([O:12][C:13]([CH3:16])([CH3:15])[CH3:14])=[O:11].[OH-].[Na+], predict the reaction product.